The task is: Predict which catalyst facilitates the given reaction.. This data is from Catalyst prediction with 721,799 reactions and 888 catalyst types from USPTO. Reactant: C(OC([N:8]1[CH2:13][CH2:12][CH:11]([CH2:14][CH2:15][CH2:16][CH2:17][NH:18][C:19](=[O:28])[CH:20]=[CH:21][C:22]2[CH:23]=[N:24][CH:25]=[CH:26][CH:27]=2)[CH2:10][CH2:9]1)=O)(C)(C)C.[ClH:29]. Product: [ClH:29].[ClH:29].[NH:8]1[CH2:13][CH2:12][CH:11]([CH2:14][CH2:15][CH2:16][CH2:17][NH:18][C:19](=[O:28])[CH:20]=[CH:21][C:22]2[CH:23]=[N:24][CH:25]=[CH:26][CH:27]=2)[CH2:10][CH2:9]1. The catalyst class is: 8.